Dataset: Merck oncology drug combination screen with 23,052 pairs across 39 cell lines. Task: Regression. Given two drug SMILES strings and cell line genomic features, predict the synergy score measuring deviation from expected non-interaction effect. (1) Drug 1: C=CCn1c(=O)c2cnc(Nc3ccc(N4CCN(C)CC4)cc3)nc2n1-c1cccc(C(C)(C)O)n1. Drug 2: CCC1(O)C(=O)OCc2c1cc1n(c2=O)Cc2cc3c(CN(C)C)c(O)ccc3nc2-1. Cell line: OVCAR3. Synergy scores: synergy=40.6. (2) Drug 1: NC(=O)c1cccc2cn(-c3ccc(C4CCCNC4)cc3)nc12. Drug 2: O=C(NOCC(O)CO)c1ccc(F)c(F)c1Nc1ccc(I)cc1F. Cell line: SW620. Synergy scores: synergy=6.89. (3) Drug 1: CCC1(O)CC2CN(CCc3c([nH]c4ccccc34)C(C(=O)OC)(c3cc4c(cc3OC)N(C)C3C(O)(C(=O)OC)C(OC(C)=O)C5(CC)C=CCN6CCC43C65)C2)C1. Drug 2: Cn1cc(-c2cnn3c(N)c(Br)c(C4CCCNC4)nc23)cn1. Cell line: ZR751. Synergy scores: synergy=-30.3. (4) Drug 1: CC(=O)OC1C(=O)C2(C)C(O)CC3OCC3(OC(C)=O)C2C(OC(=O)c2ccccc2)C2(O)CC(OC(=O)C(O)C(NC(=O)c3ccccc3)c3ccccc3)C(C)=C1C2(C)C. Drug 2: NC(=O)c1cccc2cn(-c3ccc(C4CCCNC4)cc3)nc12. Cell line: HT144. Synergy scores: synergy=-15.0. (5) Drug 1: O=C(NOCC(O)CO)c1ccc(F)c(F)c1Nc1ccc(I)cc1F. Drug 2: Cn1c(=O)n(-c2ccc(C(C)(C)C#N)cc2)c2c3cc(-c4cnc5ccccc5c4)ccc3ncc21. Cell line: CAOV3. Synergy scores: synergy=67.4. (6) Drug 1: CN(Cc1cnc2nc(N)nc(N)c2n1)c1ccc(C(=O)NC(CCC(=O)O)C(=O)O)cc1. Drug 2: Cn1c(=O)n(-c2ccc(C(C)(C)C#N)cc2)c2c3cc(-c4cnc5ccccc5c4)ccc3ncc21. Cell line: SKOV3. Synergy scores: synergy=6.54. (7) Drug 1: CCC1=CC2CN(C1)Cc1c([nH]c3ccccc13)C(C(=O)OC)(c1cc3c(cc1OC)N(C)C1C(O)(C(=O)OC)C(OC(C)=O)C4(CC)C=CCN5CCC31C54)C2. Drug 2: Cn1cc(-c2cnn3c(N)c(Br)c(C4CCCNC4)nc23)cn1. Cell line: UACC62. Synergy scores: synergy=-22.1. (8) Drug 1: CN(C)C(=N)N=C(N)N. Drug 2: Cn1c(=O)n(-c2ccc(C(C)(C)C#N)cc2)c2c3cc(-c4cnc5ccccc5c4)ccc3ncc21. Cell line: OV90. Synergy scores: synergy=19.3. (9) Cell line: OV90. Drug 2: O=C(CCCCCCC(=O)Nc1ccccc1)NO. Synergy scores: synergy=3.63. Drug 1: CC1CC2C3CCC4=CC(=O)C=CC4(C)C3(F)C(O)CC2(C)C1(O)C(=O)CO.